This data is from Full USPTO retrosynthesis dataset with 1.9M reactions from patents (1976-2016). The task is: Predict the reactants needed to synthesize the given product. Given the product [Br:1][C:2]1[CH:10]=[CH:9][C:5]([C:6]([N:28]2[CH2:29][CH2:30][N:25]([C:22]3[C:21]([CH3:31])=[CH:20][C:19]([CH:16]4[CH2:17][CH2:18]4)=[CH:24][N:23]=3)[CH2:26][CH2:27]2)=[O:8])=[C:4]([S:11]([CH3:14])(=[O:13])=[O:12])[CH:3]=1, predict the reactants needed to synthesize it. The reactants are: [Br:1][C:2]1[CH:10]=[CH:9][C:5]([C:6]([OH:8])=O)=[C:4]([S:11]([CH3:14])(=[O:13])=[O:12])[CH:3]=1.Cl.[CH:16]1([C:19]2[CH:20]=[C:21]([CH3:31])[C:22]([N:25]3[CH2:30][CH2:29][NH:28][CH2:27][CH2:26]3)=[N:23][CH:24]=2)[CH2:18][CH2:17]1.